From a dataset of Full USPTO retrosynthesis dataset with 1.9M reactions from patents (1976-2016). Predict the reactants needed to synthesize the given product. (1) Given the product [CH3:1][C:2]1[N:3]=[CH:4][N:5]2[CH2:7][CH2:8][NH:9][CH:20]([CH2:19][CH2:18][C:15]3[CH:16]=[CH:17][C:12]([C:11]([F:10])([F:22])[F:23])=[CH:13][CH:14]=3)[C:6]=12, predict the reactants needed to synthesize it. The reactants are: [CH3:1][C:2]1[N:3]=[CH:4][N:5]([CH2:7][CH2:8][NH2:9])[CH:6]=1.[F:10][C:11]([F:23])([F:22])[C:12]1[CH:17]=[CH:16][C:15]([CH2:18][CH2:19][CH:20]=O)=[CH:14][CH:13]=1. (2) Given the product [Cl:1][C:2]1[CH:7]=[CH:6][C:5]([C:8]2[CH:12]=[C:11]([CH:13]3[O:34][CH2:24][CH:23]([CH2:26][CH2:27][C:28]4[CH:33]=[CH:32][CH:31]=[CH:30][CH:29]=4)[N:15]([C:16]([O:17][C:18]([CH3:21])([CH3:20])[CH3:19])=[O:22])[CH2:14]3)[N:10]([C:35]3[N:40]=[CH:39][CH:38]=[CH:37][N:36]=3)[N:9]=2)=[CH:4][CH:3]=1, predict the reactants needed to synthesize it. The reactants are: [Cl:1][C:2]1[CH:7]=[CH:6][C:5]([C:8]2[CH:12]=[C:11]([CH:13]([OH:34])[CH2:14][N:15]([CH:23]([CH2:26][CH2:27][C:28]3[CH:33]=[CH:32][CH:31]=[CH:30][CH:29]=3)[CH2:24]O)[C:16](=[O:22])[O:17][C:18]([CH3:21])([CH3:20])[CH3:19])[N:10]([C:35]3[N:40]=[CH:39][CH:38]=[CH:37][N:36]=3)[N:9]=2)=[CH:4][CH:3]=1.C1(P(C2C=CC=CC=2)C2C=CC=CC=2)C=CC=CC=1.CCOC(/N=N/C(OCC)=O)=O. (3) Given the product [F:23][C:24]([C:27]1[CH:31]=[C:30]([NH:32][C:33]([NH:19][C:18]2[CH:20]=[CH:21][CH:22]=[C:16]([O:15][C:6]3[C:5]4[C:10](=[CH:11][C:12]([O:13][CH3:14])=[C:3]([O:2][CH3:1])[CH:4]=4)[N:9]=[CH:8][N:7]=3)[CH:17]=2)=[O:34])[N:29]([C:42]2[CH:47]=[CH:46][CH:45]=[CH:44][CH:43]=2)[N:28]=1)([F:26])[CH3:25], predict the reactants needed to synthesize it. The reactants are: [CH3:1][O:2][C:3]1[CH:4]=[C:5]2[C:10](=[CH:11][C:12]=1[O:13][CH3:14])[N:9]=[CH:8][N:7]=[C:6]2[O:15][C:16]1[CH:17]=[C:18]([CH:20]=[CH:21][CH:22]=1)[NH2:19].[F:23][C:24]([C:27]1[CH:31]=[C:30]([NH:32][C:33](=O)[O:34]C2C=CC=CC=2)[N:29]([C:42]2[CH:47]=[CH:46][CH:45]=[CH:44][CH:43]=2)[N:28]=1)([F:26])[CH3:25]. (4) Given the product [Na+:24].[CH2:1]([C:5]1[CH:10]=[CH:9][C:8]([C:11]#[C:12][C:13]2[CH:22]=[CH:21][C:16]([C:17]([O-:19])=[O:18])=[CH:15][CH:14]=2)=[CH:7][CH:6]=1)[CH2:2][CH2:3][CH3:4], predict the reactants needed to synthesize it. The reactants are: [CH2:1]([C:5]1[CH:10]=[CH:9][C:8]([C:11]#[C:12][C:13]2[CH:22]=[CH:21][C:16]([C:17]([O:19]C)=[O:18])=[CH:15][CH:14]=2)=[CH:7][CH:6]=1)[CH2:2][CH2:3][CH3:4].[OH-].[Na+:24].